This data is from Forward reaction prediction with 1.9M reactions from USPTO patents (1976-2016). The task is: Predict the product of the given reaction. (1) Given the reactants [OH:1][C:2]1[CH:11]=[CH:10][C:5]([C:6]([O:8][CH3:9])=[O:7])=[CH:4][CH:3]=1.C[N:13]([CH3:18])[CH2:14][CH2:15]CO.C1(P([C:32]2[CH:37]=[CH:36]C=CC=2)C2C=CC=CC=2)C=CC=CC=1.[CH2:38]1COCC1, predict the reaction product. The product is: [CH2:18]([N:13]([CH2:36][CH2:37][CH2:32][O:1][C:2]1[CH:3]=[CH:4][C:5]([C:6]([O:8][CH3:9])=[O:7])=[CH:10][CH:11]=1)[CH2:14][CH3:15])[CH3:38]. (2) Given the reactants [C:1]1([C:7]2[CH:11]=[C:10]([CH2:12][N:13]3[CH2:18][CH2:17][CH:16]([CH2:19][C:20]([O:22]CC)=[O:21])[CH2:15][CH2:14]3)[O:9][N:8]=2)[CH:6]=[CH:5][CH:4]=[CH:3][CH:2]=1.[ClH:25], predict the reaction product. The product is: [ClH:25].[C:1]1([C:7]2[CH:11]=[C:10]([CH2:12][N:13]3[CH2:14][CH2:15][CH:16]([CH2:19][C:20]([OH:22])=[O:21])[CH2:17][CH2:18]3)[O:9][N:8]=2)[CH:2]=[CH:3][CH:4]=[CH:5][CH:6]=1.